This data is from Reaction yield outcomes from USPTO patents with 853,638 reactions. The task is: Predict the reaction yield, written as a fraction of the theoretical maximum amount of product (1.0 means a 100% yield; for example, 0.34 means a 34% yield). (1) The reactants are Cl[C:2]1[N:11]=[C:10]([NH:12][CH2:13][CH:14]([CH:21]2[CH2:25][CH2:24][CH2:23][CH2:22]2)[C:15]2[CH:20]=[CH:19][CH:18]=[CH:17][CH:16]=2)[C:9]2[C:4](=[CH:5][CH:6]=[CH:7][CH:8]=2)[N:3]=1.[CH3:26][C:27]1[C:32](B2OC(C)(C)C(C)(C)O2)=[CH:31][N:30]=[C:29]([NH2:42])[CH:28]=1.C(NC1C2C(=CC=CC=2)N=C(C2SC3C=CC=CC=3C=2)N=1)(C1C=CC=CC=1)C1C=CC=CC=1. No catalyst specified. The product is [NH2:42][C:29]1[N:30]=[CH:31][C:32]([C:2]2[N:11]=[C:10]([NH:12][CH2:13][CH:14]([CH:21]3[CH2:25][CH2:24][CH2:23][CH2:22]3)[C:15]3[CH:20]=[CH:19][CH:18]=[CH:17][CH:16]=3)[C:9]3[C:4](=[CH:5][CH:6]=[CH:7][CH:8]=3)[N:3]=2)=[C:27]([CH3:26])[CH:28]=1. The yield is 0.370. (2) The reactants are [CH:1]12[O:9][CH:5]([CH2:6][NH:7][CH2:8]1)[CH2:4][N:3]([C:10]1[CH:15]=[CH:14][C:13]([NH:16][C:17]3[N:22]=[C:21]([C:23]4[N:27]5[CH:28]=[CH:29][CH:30]=[C:31]([F:32])[C:26]5=[N:25][CH:24]=4)[C:20]([Cl:33])=[CH:19][N:18]=3)=[C:12]([O:34][CH3:35])[CH:11]=1)[CH2:2]2.[NH4+].[NH4+].[N+]([O-])([O-])=O.[N+]([O-])([O-])=O.[N+]([O-])([O-])=O.[N+]([O-])([O-])=O.[N+]([O-])([O-])=O.[N+]([O-])([O-])=O.[Ce+4].[CH3:63][S:64]([CH:67]=[CH2:68])(=[O:66])=[O:65]. The catalyst is O.C1COCC1. The product is [Cl:33][C:20]1[C:21]([C:23]2[N:27]3[CH:28]=[CH:29][CH:30]=[C:31]([F:32])[C:26]3=[N:25][CH:24]=2)=[N:22][C:17]([NH:16][C:13]2[CH:14]=[CH:15][C:10]([N:3]3[CH2:4][CH:5]4[O:9][CH:1]([CH2:8][N:7]([CH2:68][CH2:67][S:64]([CH3:63])(=[O:66])=[O:65])[CH2:6]4)[CH2:2]3)=[CH:11][C:12]=2[O:34][CH3:35])=[N:18][CH:19]=1. The yield is 0.510. (3) The reactants are [CH2:1]([C@H:8]1[C@@H:13]([O:14][CH2:15][C:16]2[CH:21]=[C:20]([C:22]([F:25])([F:24])[F:23])[CH:19]=[C:18]([C:26]([F:29])([F:28])[F:27])[CH:17]=2)[CH2:12][CH2:11][NH:10][CH2:9]1)[C:2]1[CH:7]=[CH:6][CH:5]=[CH:4][CH:3]=1.[N:30]([C:33]1[CH:43]=[CH:42][CH:41]=[CH:40][C:34]=1[C:35]([O:37][CH2:38][CH3:39])=[O:36])=[C:31]=[O:32]. The catalyst is CCN(CC)CC. The product is [CH2:1]([CH:8]1[CH:13]([O:14][CH2:15][C:16]2[CH:17]=[C:18]([C:26]([F:29])([F:27])[F:28])[CH:19]=[C:20]([C:22]([F:23])([F:24])[F:25])[CH:21]=2)[CH2:12][CH2:11][N:10]([C:31]([NH:30][C:33]2[CH:43]=[CH:42][CH:41]=[CH:40][C:34]=2[C:35]([O:37][CH2:38][CH3:39])=[O:36])=[O:32])[CH2:9]1)[C:2]1[CH:7]=[CH:6][CH:5]=[CH:4][CH:3]=1. The yield is 0.640. (4) The reactants are [NH2:1][C:2]1[CH:10]=[CH:9][CH:8]=[C:7]2[C:3]=1[C:4](=[O:20])[N:5]([CH:12]1[CH2:17][CH2:16][C:15](=[O:18])[NH:14][C:13]1=[O:19])[C:6]2=[O:11].[CH:21](=O)[C:22]1[CH:27]=[CH:26][CH:25]=[CH:24][CH:23]=1.[BH4-].[Na+]. The catalyst is C(O)(=O)C.C(OCC)(=O)C.C(=O)([O-])O.[Na+]. The product is [O:19]=[C:13]1[CH:12]([N:5]2[C:4](=[O:20])[C:3]3[C:7](=[CH:8][CH:9]=[CH:10][C:2]=3[NH:1][CH2:21][C:22]3[CH:27]=[CH:26][CH:25]=[CH:24][CH:23]=3)[C:6]2=[O:11])[CH2:17][CH2:16][C:15](=[O:18])[NH:14]1. The yield is 0.160. (5) The reactants are BrN1C(=O)CCC1=O.CC(N=NC(C#N)(C)C)(C#N)C.[C:21]([O:24][C:25]1[CH:30]=[CH:29][C:28]([CH:31]2[NH:35][C@H:34]([C:36]([O:38][CH3:39])=[O:37])[CH2:33][S:32]2)=[CH:27][C:26]=1[O:40][C:41](=[O:43])[CH3:42])(=[O:23])[CH3:22]. The catalyst is C(Cl)(Cl)(Cl)Cl. The product is [C:21]([O:24][C:25]1[CH:30]=[CH:29][C:28]([C:31]2[S:32][CH:33]=[C:34]([C:36]([O:38][CH3:39])=[O:37])[N:35]=2)=[CH:27][C:26]=1[O:40][C:41](=[O:43])[CH3:42])(=[O:23])[CH3:22]. The yield is 0.330. (6) The reactants are [F:1][C:2]([F:14])([F:13])[C:3]1[CH:4]=[CH:5][CH:6]=[C:7]2[C:11]=1[C@@H:10]([OH:12])[CH2:9][CH2:8]2.[CH3:15][O:16][C:17](=[O:29])[CH2:18][C@H:19]1[C:23]2[CH:24]=[CH:25][C:26](O)=[CH:27][C:22]=2[O:21][CH2:20]1. No catalyst specified. The product is [CH3:15][O:16][C:17](=[O:29])[CH2:18][C@H:19]1[C:23]2[CH:24]=[CH:25][C:26]([O:12][C@H:10]3[C:11]4[C:7](=[CH:6][CH:5]=[CH:4][C:3]=4[C:2]([F:13])([F:14])[F:1])[CH2:8][CH2:9]3)=[CH:27][C:22]=2[O:21][CH2:20]1. The yield is 0.480. (7) The catalyst is C(Cl)Cl. The yield is 1.00. The reactants are [CH:1]([C:3]1[S:7][C:6]([NH:8][C@@H:9]([CH:17]([CH3:19])[CH3:18])[C:10]([O:12]C(C)(C)C)=[O:11])=[N:5][CH:4]=1)=[O:2].C(O)(C(F)(F)F)=O. The product is [CH:1]([C:3]1[S:7][C:6]([NH:8][C@@H:9]([CH:17]([CH3:19])[CH3:18])[C:10]([OH:12])=[O:11])=[N:5][CH:4]=1)=[O:2]. (8) The reactants are Cl[C:2]1[O:3][CH:4]=[C:5]([C:7]([N:9]2[CH2:14][CH2:13][N:12]([C:15]([O:17][C:18]([CH3:21])([CH3:20])[CH3:19])=[O:16])[CH2:11][CH:10]2[CH2:22][O:23][C:24]2[CH:25]=[N:26][CH:27]=[CH:28][CH:29]=2)=[O:8])[N:6]=1.[CH3:30][O:31][C:32]1[CH:37]=[CH:36][C:35]([NH2:38])=[CH:34][CH:33]=1.C(=O)([O-])[O-].[K+].[K+]. The catalyst is C1COCC1. The product is [CH3:30][O:31][C:32]1[CH:37]=[CH:36][C:35]([NH:38][C:2]2[O:3][CH:4]=[C:5]([C:7]([N:9]3[CH2:14][CH2:13][N:12]([C:15]([O:17][C:18]([CH3:21])([CH3:20])[CH3:19])=[O:16])[CH2:11][CH:10]3[CH2:22][O:23][C:24]3[CH:25]=[N:26][CH:27]=[CH:28][CH:29]=3)=[O:8])[N:6]=2)=[CH:34][CH:33]=1. The yield is 0.250. (9) The reactants are [Br:1][C:2]1[CH:7]=[CH:6][C:5]([C:8]([O:10][CH:11]([CH3:13])[CH3:12])=[CH2:9])=[CH:4][CH:3]=1.[CH2:14](I)I. The catalyst is [Zn]. The product is [Br:1][C:2]1[CH:3]=[CH:4][C:5]([C:8]2([O:10][CH:11]([CH3:13])[CH3:12])[CH2:14][CH2:9]2)=[CH:6][CH:7]=1. The yield is 0.700.